Task: Regression. Given a peptide amino acid sequence and an MHC pseudo amino acid sequence, predict their binding affinity value. This is MHC class II binding data.. Dataset: Peptide-MHC class II binding affinity with 134,281 pairs from IEDB (1) The peptide sequence is YDTYKCIPSLEAAVK. The binding affinity (normalized) is 0.278. The MHC is DRB1_1201 with pseudo-sequence DRB1_1201. (2) The peptide sequence is HRLMSAAVKDERAVH. The MHC is DRB1_0101 with pseudo-sequence DRB1_0101. The binding affinity (normalized) is 0.422. (3) The peptide sequence is EKKYFAATQFEPLHA. The MHC is HLA-DPA10201-DPB10101 with pseudo-sequence HLA-DPA10201-DPB10101. The binding affinity (normalized) is 1.00. (4) The peptide sequence is GELQIVDKIDAACKI. The MHC is DRB1_0401 with pseudo-sequence DRB1_0401. The binding affinity (normalized) is 0.375. (5) The peptide sequence is AKDVIPEGWKADTAY. The MHC is DRB1_0301 with pseudo-sequence DRB1_0301. The binding affinity (normalized) is 0.133.